From a dataset of Forward reaction prediction with 1.9M reactions from USPTO patents (1976-2016). Predict the product of the given reaction. (1) Given the reactants C[O:2][C:3](=[O:34])[CH2:4][C:5]1[CH:10]=[C:9]([S:11]([C:14]2[S:15][C:16]([CH3:30])=[C:17]([C:19]3[CH:24]=[CH:23][C:22]([O:25][C:26]([F:29])([F:28])[F:27])=[CH:21][CH:20]=3)[CH:18]=2)(=[O:13])=[O:12])[CH:8]=[C:7]([O:31][CH2:32][CH3:33])[CH:6]=1.Cl, predict the reaction product. The product is: [CH2:32]([O:31][C:7]1[CH:6]=[C:5]([CH2:4][C:3]([OH:34])=[O:2])[CH:10]=[C:9]([S:11]([C:14]2[S:15][C:16]([CH3:30])=[C:17]([C:19]3[CH:20]=[CH:21][C:22]([O:25][C:26]([F:27])([F:28])[F:29])=[CH:23][CH:24]=3)[CH:18]=2)(=[O:12])=[O:13])[CH:8]=1)[CH3:33]. (2) Given the reactants [F:1][C:2]1[CH:3]=[C:4]([CH:19]([CH3:21])[CH3:20])[C:5]2[CH:6]=[C:7]3[CH:13]([CH2:14][C:15]([O:17]C)=[O:16])[CH2:12][CH2:11][N:8]3[C:9]=2[CH:10]=1.[C:22]1([C:32](Cl)=[O:33])[C:31]2[C:26](=[CH:27][CH:28]=[CH:29][CH:30]=2)[CH:25]=[CH:24][CH:23]=1, predict the reaction product. The product is: [F:1][C:2]1[CH:3]=[C:4]([CH:19]([CH3:20])[CH3:21])[C:5]2[C:6]([C:32]([C:22]3[C:31]4[C:26](=[CH:27][CH:28]=[CH:29][CH:30]=4)[CH:25]=[CH:24][CH:23]=3)=[O:33])=[C:7]3[CH:13]([CH2:14][C:15]([OH:17])=[O:16])[CH2:12][CH2:11][N:8]3[C:9]=2[CH:10]=1. (3) Given the reactants [CH3:1][O:2][C:3]1[CH:4]=[C:5]([CH:7]=[CH:8][CH:9]=1)[NH2:6].Cl[C:11]1[C:16](Cl)=[CH:15][CH:14]=[CH:13][N:12]=1.C1C=CC(P(C2C=CC=CC=2)C2C=CC=CC=2)=CC=1.CC([O-])(C)C.[Na+], predict the reaction product. The product is: [CH3:1][O:2][C:3]1[CH:4]=[C:5]2[C:7]([C:16]3[CH:15]=[CH:14][CH:13]=[N:12][C:11]=3[NH:6]2)=[CH:8][CH:9]=1. (4) Given the reactants C([O:8][C@@H:9]([C:11]1[O:12][C:13]2[C:18]([C:19](=[O:28])[C:20]=1[C:21]1[CH:26]=[CH:25][CH:24]=[C:23]([F:27])[CH:22]=1)=[CH:17][CH:16]=[CH:15][CH:14]=2)[CH3:10])C1C=CC=CC=1.B(Br)(Br)Br, predict the reaction product. The product is: [F:27][C:23]1[CH:22]=[C:21]([C:20]2[C:19](=[O:28])[C:18]3[C:13](=[CH:14][CH:15]=[CH:16][CH:17]=3)[O:12][C:11]=2[C@H:9]([OH:8])[CH3:10])[CH:26]=[CH:25][CH:24]=1. (5) Given the reactants [Br:1][C:2]1[CH:3]=[C:4]2[C:9](=[CH:10][CH:11]=1)[N:8]([CH2:12][C:13]1[CH:18]=[CH:17][C:16]([O:19][CH3:20])=[CH:15][CH:14]=1)[C:7](=[O:21])[N:6]([CH3:22])[C:5]2([CH2:27][N+:28]([O-])=O)[C:23]([F:26])([F:25])[F:24].CO.O.[Cl-].[NH4+], predict the reaction product. The product is: [NH2:28][CH2:27][C:5]1([C:23]([F:25])([F:26])[F:24])[C:4]2[C:9](=[CH:10][CH:11]=[C:2]([Br:1])[CH:3]=2)[N:8]([CH2:12][C:13]2[CH:14]=[CH:15][C:16]([O:19][CH3:20])=[CH:17][CH:18]=2)[C:7](=[O:21])[N:6]1[CH3:22]. (6) Given the reactants [ClH:1].[CH3:2][CH2:3][O:4][C:5]([NH:7][C:8]1[CH:9]=[CH:10][C:11]([NH:15][CH2:16][C:17]2[CH:18]=[CH:19][C:20]([F:23])=[CH:21][CH:22]=2)=[N:12][C:13]=1[NH2:14])=[O:6], predict the reaction product. The product is: [CH3:2][CH2:3][O:4][C:5]([NH:7][C:8]1[CH:9]=[CH:10][C:11]([NH:15][CH2:16][C:17]2[CH:22]=[CH:21][C:20]([F:23])=[CH:19][CH:18]=2)=[N:12][C:13]=1[NH2:14])=[O:6].[ClH:1]. (7) Given the reactants [F:1][C:2]1[CH:29]=[C:28]([CH3:30])[C:27]([O:31]C(OC)=O)=[CH:26][C:3]=1[NH:4][C:5]1[C:14]2[C:9](=[CH:10][C:11]([O:17][CH2:18][CH2:19][C:20]3[CH:25]=[CH:24][N:23]=[CH:22][CH:21]=3)=[C:12]([O:15][CH3:16])[CH:13]=2)[N:8]=[CH:7][N:6]=1.[OH-].[Na+].O.[ClH:39], predict the reaction product. The product is: [ClH:39].[F:1][C:2]1[CH:29]=[C:28]([CH3:30])[C:27]([OH:31])=[CH:26][C:3]=1[NH:4][C:5]1[C:14]2[C:9](=[CH:10][C:11]([O:17][CH2:18][CH2:19][C:20]3[CH:21]=[CH:22][N:23]=[CH:24][CH:25]=3)=[C:12]([O:15][CH3:16])[CH:13]=2)[N:8]=[CH:7][N:6]=1.